Dataset: Reaction yield outcomes from USPTO patents with 853,638 reactions. Task: Predict the reaction yield, written as a fraction of the theoretical maximum amount of product (1.0 means a 100% yield; for example, 0.34 means a 34% yield). (1) The reactants are [C:1]([C:3]1[C:4]([C:19]2[CH:24]=[CH:23][C:22]([Cl:25])=[CH:21][C:20]=2[Cl:26])=[C:5]([C:14]([O:16]CC)=[O:15])[S:6][C:7]=1[N:8]1[CH2:13][CH2:12][O:11][CH2:10][CH2:9]1)#[N:2].[OH-].[Na+]. The catalyst is C1COCC1.CO.O. The product is [C:1]([C:3]1[C:4]([C:19]2[CH:24]=[CH:23][C:22]([Cl:25])=[CH:21][C:20]=2[Cl:26])=[C:5]([C:14]([OH:16])=[O:15])[S:6][C:7]=1[N:8]1[CH2:9][CH2:10][O:11][CH2:12][CH2:13]1)#[N:2]. The yield is 0.620. (2) The reactants are [Cl:1][C:2]1[CH:7]=[C:6](I)[C:5]([Cl:9])=[CH:4][N:3]=1.[NH2:10][C:11]1[CH:19]=[CH:18][CH:17]=[CH:16][C:12]=1[C:13]([OH:15])=[O:14].C1(P(C2C=CC=CC=2)C2C=CC=CC=2OC2C=CC=CC=2P(C2C=CC=CC=2)C2C=CC=CC=2)C=CC=CC=1.[O-]P([O-])([O-])=O.[K+].[K+].[K+]. The catalyst is C([O-])(=O)C.[Pd+2].C([O-])(=O)C. The product is [Cl:1][C:2]1[CH:7]=[C:6]([NH:10][C:11]2[CH:19]=[CH:18][CH:17]=[CH:16][C:12]=2[C:13]([OH:15])=[O:14])[C:5]([Cl:9])=[CH:4][N:3]=1. The yield is 0.602.